Dataset: Full USPTO retrosynthesis dataset with 1.9M reactions from patents (1976-2016). Task: Predict the reactants needed to synthesize the given product. (1) The reactants are: [O:1]1[CH:5]=[CH:4][CH:3]=[C:2]1[C:6]1[N:11]=[C:10]([NH2:12])[CH:9]=[CH:8][C:7]=1[C:13]1[CH:18]=[CH:17][N:16]=[CH:15][N:14]=1.[Br:19]N1C(=O)CCC1=O. Given the product [Br:19][C:9]1[C:10]([NH2:12])=[N:11][C:6]([C:2]2[O:1][CH:5]=[CH:4][CH:3]=2)=[C:7]([C:13]2[CH:18]=[CH:17][N:16]=[CH:15][N:14]=2)[CH:8]=1, predict the reactants needed to synthesize it. (2) Given the product [C:56]([O:60][C:29]([N:31]([C@@H:44]([C:46]1[C:55]2[C:50](=[CH:51][CH:52]=[CH:53][CH:54]=2)[CH:49]=[CH:48][CH:47]=1)[CH3:45])[C@H:32]1[CH2:36][CH2:35][N:34]([C:37]([O:39][C:40]([CH3:43])([CH3:41])[CH3:42])=[O:38])[CH2:33]1)=[O:30])([CH3:59])([CH3:58])[CH3:57], predict the reactants needed to synthesize it. The reactants are: C(C1C=CC(N2CC[C@H](N[C@@H](C3C4C(=CC=CC=4)C=CC=3)C)C2)=CC=1)(=O)C.Cl[C:29]([N:31]([C@@H:44]([C:46]1[C:55]2[C:50](=[CH:51][CH:52]=[CH:53][CH:54]=2)[CH:49]=[CH:48][CH:47]=1)[CH3:45])[C@H:32]1[CH2:36][CH2:35][N:34]([C:37]([O:39][C:40]([CH3:43])([CH3:42])[CH3:41])=[O:38])[CH2:33]1)=[O:30].[C:56]([OH:60])([CH3:59])([CH3:58])[CH3:57]. (3) Given the product [NH2:20][CH2:19][CH2:18][CH:15]1[CH2:16][CH2:17][N:12]([C:8]2[N:9]=[CH:10][CH:11]=[C:6]3[CH:5]=[C:4]([C:1]([NH2:2])=[O:3])[S:28][C:7]=23)[CH2:13][CH2:14]1, predict the reactants needed to synthesize it. The reactants are: [C:1]([C:4]1[S:28][C:7]2=[C:8]([N:12]3[CH2:17][CH2:16][CH:15]([CH2:18][CH2:19][NH:20]C(=O)OC(C)(C)C)[CH2:14][CH2:13]3)[N:9]=[CH:10][CH:11]=[C:6]2[CH:5]=1)(=[O:3])[NH2:2]. (4) Given the product [CH3:27][O:28][CH2:29][CH2:30][N:31]([CH3:32])[C:24]([C@H:22]1[CH2:21][CH2:20][C:19]2[C:12]3[C:11]([NH:10][C:8]4[CH:9]=[C:4]5[CH:3]=[N:2][NH:1][C:5]5=[N:6][CH:7]=4)=[N:16][CH:15]=[N:14][C:13]=3[S:17][C:18]=2[CH2:23]1)=[O:25], predict the reactants needed to synthesize it. The reactants are: [NH:1]1[C:5]2=[N:6][CH:7]=[C:8]([NH:10][C:11]3[C:12]4[C:19]5[CH2:20][CH2:21][C@H:22]([C:24](O)=[O:25])[CH2:23][C:18]=5[S:17][C:13]=4[N:14]=[CH:15][N:16]=3)[CH:9]=[C:4]2[CH:3]=[N:2]1.[CH3:27][O:28][CH2:29][CH2:30][NH:31][CH3:32]. (5) Given the product [C:1]([C:2]1[CH:3]=[CH:4][CH:5]=[CH:6][CH:7]=1)(=[O:9])[CH3:10], predict the reactants needed to synthesize it. The reactants are: [C:1]([OH:9])(=O)[C:2]1[CH:7]=[CH:6][CH:5]=[CH:4][CH:3]=1.[C:10](Cl)(=O)C(Cl)=O.CN(C=O)C.Cl.CNOC.